Dataset: Aqueous solubility values for 9,982 compounds from the AqSolDB database. Task: Regression/Classification. Given a drug SMILES string, predict its absorption, distribution, metabolism, or excretion properties. Task type varies by dataset: regression for continuous measurements (e.g., permeability, clearance, half-life) or binary classification for categorical outcomes (e.g., BBB penetration, CYP inhibition). For this dataset (solubility_aqsoldb), we predict Y. (1) The compound is CC(C)Oc1cc(-n2nc(C(C)(C)C)oc2=O)c(Cl)cc1Cl. The Y is -5.54 log mol/L. (2) The drug is O=C(O)c1ccc(P(=O)(c2ccccc2)c2ccc(C(=O)O)cc2)cc1. The Y is -6.01 log mol/L. (3) The compound is O=C(c1ccccc1)c1ccc(O)c(O)c1. The Y is -2.92 log mol/L. (4) The drug is c1ccc2c(c1)Cc1cc3ccccc3cc1-2. The Y is -7.73 log mol/L. (5) The drug is CCC(C)(C(=O)O)N1C(=O)c2ccccc2C1=O. The Y is -1.91 log mol/L. (6) The drug is O=[N+]([O-])N1CN([N+](=O)[O-])CN([N+](=O)[O-])C1. The Y is -3.57 log mol/L. (7) The drug is O=C(NCCO)c1cc(O)ccc1O. The Y is -0.544 log mol/L. (8) The drug is CCOC1=CC(=O)CC(C)C12Oc1c(Cl)c(OC)cc(OC)c1C2=O. The Y is -5.00 log mol/L.